From a dataset of Full USPTO retrosynthesis dataset with 1.9M reactions from patents (1976-2016). Predict the reactants needed to synthesize the given product. (1) Given the product [NH2:1][C:2](=[O:27])[CH2:3][N:4]([C:9]1[CH:10]=[C:11]([CH:22]=[CH:23][C:24]=1[O:25][CH3:26])[C:12]([OH:14])=[O:13])[S:5]([CH3:8])(=[O:7])=[O:6], predict the reactants needed to synthesize it. The reactants are: [NH2:1][C:2](=[O:27])[CH2:3][N:4]([C:9]1[CH:10]=[C:11]([CH:22]=[CH:23][C:24]=1[O:25][CH3:26])[C:12]([O:14]CC1C=CC=CC=1)=[O:13])[S:5]([CH3:8])(=[O:7])=[O:6]. (2) Given the product [OH:17][CH2:16][CH2:15][CH2:14][NH:13][C:10]([C:8]1[CH:7]=[CH:6][C:5]2[O:1][CH2:2][O:3][C:4]=2[CH:9]=1)=[O:12], predict the reactants needed to synthesize it. The reactants are: [O:1]1[C:5]2[CH:6]=[CH:7][C:8]([C:10]([OH:12])=O)=[CH:9][C:4]=2[O:3][CH2:2]1.[NH2:13][CH2:14][CH2:15][CH2:16][OH:17]. (3) Given the product [O:1]1[C:5]2[CH:6]=[CH:7][C:8]([C:10]3([CH2:18][S:19][CH2:20][C:21]([N:46]4[C@@H:45]([C:39]5[CH:44]=[CH:43][CH:42]=[CH:41][CH:40]=5)[CH2:49][O:48][C:47]4=[O:50])=[O:22])[O:11][CH2:12][C:13]([CH3:16])([CH3:17])[CH2:14][O:15]3)=[CH:9][C:4]=2[O:3][CH2:2]1, predict the reactants needed to synthesize it. The reactants are: [O:1]1[C:5]2[CH:6]=[CH:7][C:8]([C:10]3([CH2:18][S:19][CH2:20][C:21](O)=[O:22])[O:15][CH2:14][C:13]([CH3:17])([CH3:16])[CH2:12][O:11]3)=[CH:9][C:4]=2[O:3][CH2:2]1.C1(N=C=NC2CCCCC2)CCCCC1.[C:39]1([C@H:45]2[CH2:49][O:48][C:47](=[O:50])[NH:46]2)[CH:44]=[CH:43][CH:42]=[CH:41][CH:40]=1.